From a dataset of Catalyst prediction with 721,799 reactions and 888 catalyst types from USPTO. Predict which catalyst facilitates the given reaction. (1) Reactant: O[CH2:2][CH2:3][C:4]([CH2:15][CH2:16]O)([C:7]1[CH:12]=[CH:11][CH:10]=[C:9]([O:13][CH3:14])[CH:8]=1)[C:5]#[N:6].FC(F)(F)S(O)(=O)=O.C(N(CC)CC)C.[NH2:33][CH:34]([C:41]1[CH:46]=[CH:45][CH:44]=[CH:43][CH:42]=1)[C:35]1[CH:40]=[CH:39][CH:38]=[CH:37][CH:36]=1. Product: [CH:34]([N:33]1[CH2:16][CH2:15][C:4]([C:7]2[CH:12]=[CH:11][CH:10]=[C:9]([O:13][CH3:14])[CH:8]=2)([C:5]#[N:6])[CH2:3][CH2:2]1)([C:41]1[CH:42]=[CH:43][CH:44]=[CH:45][CH:46]=1)[C:35]1[CH:40]=[CH:39][CH:38]=[CH:37][CH:36]=1. The catalyst class is: 47. (2) Reactant: [Br-:1].[Br-].[Br-].C1([N+](C)(C)C)C=CC=CC=1.C1([N+](C)(C)C)C=CC=CC=1.C1([N+](C)(C)C)C=CC=CC=1.[CH:34]1[S:38][CH:37]=[CH:36][C:35]=1[C:39]([CH:41]([CH3:43])[CH3:42])=[O:40]. Product: [Br:1][C:41]([C:39](=[O:40])[C:35]1[CH:36]=[CH:37][S:38][CH:34]=1)([CH3:43])[CH3:42]. The catalyst class is: 7. (3) Reactant: [Cl:1][C:2]1[N:7]=[C:6]([C:8]2[C:16]3[C:11](=[CH:12][CH:13]=[C:14]([C:17]4[S:21][C:20]([NH:22]CC5C=CC(OC)=CC=5)=[N:19][N:18]=4)[CH:15]=3)[N:10](S(C3C=CC(C)=CC=3)(=O)=O)[CH:9]=2)[CH:5]=[N:4][CH:3]=1. Product: [Cl:1][C:2]1[N:7]=[C:6]([C:8]2[C:16]3[C:11](=[CH:12][CH:13]=[C:14]([C:17]4[S:21][C:20]([NH2:22])=[N:19][N:18]=4)[CH:15]=3)[NH:10][CH:9]=2)[CH:5]=[N:4][CH:3]=1. The catalyst class is: 67.